From a dataset of Full USPTO retrosynthesis dataset with 1.9M reactions from patents (1976-2016). Predict the reactants needed to synthesize the given product. (1) Given the product [Cl:1][C:2]1[CH:7]=[CH:6][N:5]=[C:4]2[C:3]=1[C:16]1[CH2:15][CH2:14][CH2:13][CH2:12][C:17]=1[C:18](=[O:40])[NH:8]2, predict the reactants needed to synthesize it. The reactants are: [Cl:1][C:2]1[CH:7]=[CH:6][N:5]=[C:4]([NH2:8])[C:3]=1I.CO[C:12]1[CH:13]=[CH:14][CH:15]=[C:16](OC)[C:17]=1[C:18]1C=CC=CC=1P(C1CCCCC1)C1CCCCC1.C([O-])([O-])=[O:40].[K+].[K+]. (2) The reactants are: [Na].[CH3:2][S:3][C:4]1[CH:9]=[CH:8][C:7]([C:10](=[O:12])[CH3:11])=[CH:6][CH:5]=1.[C:13](OCC)(=[O:19])[C:14]([O:16][CH2:17][CH3:18])=[O:15]. Given the product [CH3:2][S:3][C:4]1[CH:9]=[CH:8][C:7]([C:10](=[O:12])[CH2:11][C:13](=[O:19])[C:14]([O:16][CH2:17][CH3:18])=[O:15])=[CH:6][CH:5]=1, predict the reactants needed to synthesize it. (3) The reactants are: [OH-].[Li+].[Cl:3][C:4]1[CH:9]=[C:8]([Cl:10])[CH:7]=[CH:6][C:5]=1[S:11]([N:14]1[CH2:19][CH2:18][NH:17][C:16](=[O:20])[CH:15]1[CH2:21][C:22]([O:24]CC)=[O:23])(=[O:13])=[O:12]. Given the product [Cl:3][C:4]1[CH:9]=[C:8]([Cl:10])[CH:7]=[CH:6][C:5]=1[S:11]([N:14]1[CH2:19][CH2:18][NH:17][C:16](=[O:20])[CH:15]1[CH2:21][C:22]([OH:24])=[O:23])(=[O:13])=[O:12], predict the reactants needed to synthesize it.